This data is from Peptide-MHC class II binding affinity with 134,281 pairs from IEDB. The task is: Regression. Given a peptide amino acid sequence and an MHC pseudo amino acid sequence, predict their binding affinity value. This is MHC class II binding data. (1) The peptide sequence is DMGFDAAAPAPEHQP. The MHC is DRB1_0101 with pseudo-sequence DRB1_0101. The binding affinity (normalized) is 0.364. (2) The peptide sequence is FFHMNIYECKGVTVK. The MHC is DRB4_0101 with pseudo-sequence DRB4_0103. The binding affinity (normalized) is 0.182. (3) The peptide sequence is FKAAVAAAAGAPPAD. The MHC is HLA-DPA10103-DPB10401 with pseudo-sequence HLA-DPA10103-DPB10401. The binding affinity (normalized) is 0.0506.